From a dataset of Reaction yield outcomes from USPTO patents with 853,638 reactions. Predict the reaction yield, written as a fraction of the theoretical maximum amount of product (1.0 means a 100% yield; for example, 0.34 means a 34% yield). The reactants are [N:1]12[CH2:9][CH2:8][CH:5]([CH2:6][CH2:7]1)[NH:4][C:3](=O)[CH2:2]2.O1CCOCC1. The catalyst is O. The product is [N:1]12[CH2:9][CH2:8][CH:5]([CH2:6][CH2:7]1)[NH:4][CH2:3][CH2:2]2. The yield is 0.780.